Dataset: Catalyst prediction with 721,799 reactions and 888 catalyst types from USPTO. Task: Predict which catalyst facilitates the given reaction. (1) Reactant: C(N(CC)CC)C.[C:8]1(=[O:14])[O:13][C:11](=[O:12])[CH2:10][CH2:9]1.[N+:15]([C:18]1[CH:29]=[C:28]2[C:21]([NH:22][CH:23]=[C:24]2[CH2:25][CH2:26][NH2:27])=[CH:20][CH:19]=1)([O-])=O. Product: [CH3:8][O:13][C:11]([NH:15][C:18]1[CH:29]=[C:28]2[C:21](=[CH:20][CH:19]=1)[NH:22][CH:23]=[C:24]2[CH2:25][CH2:26][NH:27][C:11](=[O:12])[CH2:10][CH2:9][C:8]([OH:13])=[O:14])=[O:12]. The catalyst class is: 166. (2) Reactant: [CH:1]([C:4]1[NH:5][C:6]([C:16]2[CH:17]=[C:18]([C:22]3[CH:27]=[CH:26][C:25]([C:28](O)=[O:29])=[CH:24][CH:23]=3)[CH:19]=[CH:20][CH:21]=2)=[C:7]([C:9]2[CH:14]=[CH:13][CH:12]=[C:11]([CH3:15])[N:10]=2)[N:8]=1)([CH3:3])[CH3:2].[CH:31]1[CH:36]=CC=CC=1. Product: [CH:1]([C:4]1[NH:5][C:6]([C:16]2[CH:17]=[C:18]([C:22]3[CH:23]=[CH:24][C:25]([C:28]([N:8]4[CH2:31][CH2:36][N:5]([CH3:4])[CH2:6][CH2:7]4)=[O:29])=[CH:26][CH:27]=3)[CH:19]=[CH:20][CH:21]=2)=[C:7]([C:9]2[CH:14]=[CH:13][CH:12]=[C:11]([CH3:15])[N:10]=2)[N:8]=1)([CH3:2])[CH3:3]. The catalyst class is: 309. (3) Reactant: [C:1]([C:3]1[CH:8]=[CH:7][C:6]([C:9]2[CH:10]=[N:11][N:12]([C:15]3[CH:23]=[CH:22][C:18]([C:19](O)=[O:20])=[CH:17][N:16]=3)[C:13]=2[OH:14])=[CH:5][CH:4]=1)#[N:2].CN(C(ON1N=N[C:34]2[CH:35]=[CH:36][CH:37]=[N:38][C:33]1=2)=[N+](C)C)C.F[P-](F)(F)(F)(F)F.C(N(CC)CC)C.C1(CN)CCC1. Product: [C:1]([C:3]1[CH:8]=[CH:7][C:6]([C:9]2[CH:10]=[N:11][N:12]([C:15]3[CH:23]=[CH:22][C:18]([C:19]([NH:38][CH2:37][CH:36]4[CH2:35][CH2:34][CH2:33]4)=[O:20])=[CH:17][N:16]=3)[C:13]=2[OH:14])=[CH:5][CH:4]=1)#[N:2]. The catalyst class is: 3. (4) Reactant: [Cl:1][C:2]1[CH:7]=[CH:6][C:5]([NH:8][C:9](=[O:14])[C:10]([CH3:13])([CH3:12])[CH3:11])=[CH:4][CH:3]=1.C([Li])CCC.[CH2:20]([C:22]1[C:23]([O:36][CH3:37])=[C:24]([C:28](N2CCOCC2)=[O:29])[CH:25]=[CH:26][CH:27]=1)[CH3:21].[Cl-].[NH4+]. Product: [Cl:1][C:2]1[CH:3]=[CH:4][C:5]([NH:8][C:9](=[O:14])[C:10]([CH3:11])([CH3:13])[CH3:12])=[C:6]([C:28](=[O:29])[C:24]2[CH:25]=[CH:26][CH:27]=[C:22]([CH2:20][CH3:21])[C:23]=2[O:36][CH3:37])[CH:7]=1. The catalyst class is: 188. (5) Reactant: [Cl-].[Li+].[CH3:3][O:4][C:5]([CH2:7]P(OC)(OC)=O)=[O:6].C1CCN2C(=NCCC2)CC1.[N:25]1[C:34]2[C:29](=[CH:30][CH:31]=[CH:32][CH:33]=2)[CH:28]=[CH:27][C:26]=1[CH:35]=O.[K+].[Br-]. The catalyst class is: 23. Product: [CH3:3][O:4][C:5](=[O:6])[CH:7]=[CH:35][C:26]1[CH:27]=[CH:28][C:29]2[C:34](=[CH:33][CH:32]=[CH:31][CH:30]=2)[N:25]=1. (6) Reactant: C[O:2][C:3](=[O:54])[CH:4]([NH:32][C:33](=[O:53])[C@H:34]([NH:42][C:43](=[O:52])[CH2:44][CH2:45][C:46]1[CH:51]=[CH:50][CH:49]=[CH:48][CH:47]=1)[CH2:35][C:36]1[CH:41]=[CH:40][CH:39]=[CH:38][CH:37]=1)[CH2:5][CH2:6][CH2:7][C:8]1[N:9]=[CH:10][N:11]([C:13]([C:26]2[CH:31]=[CH:30][CH:29]=[CH:28][CH:27]=2)([C:20]2[CH:25]=[CH:24][CH:23]=[CH:22][CH:21]=2)[C:14]2[CH:19]=[CH:18][CH:17]=[CH:16][CH:15]=2)[CH:12]=1.O.[OH-].[Li+].O. Product: [C:36]1([CH2:35][C@@H:34]([NH:42][C:43](=[O:52])[CH2:44][CH2:45][C:46]2[CH:51]=[CH:50][CH:49]=[CH:48][CH:47]=2)[C:33]([NH:32][CH:4]([CH2:5][CH2:6][CH2:7][C:8]2[N:9]=[CH:10][N:11]([C:13]([C:14]3[CH:15]=[CH:16][CH:17]=[CH:18][CH:19]=3)([C:20]3[CH:21]=[CH:22][CH:23]=[CH:24][CH:25]=3)[C:26]3[CH:27]=[CH:28][CH:29]=[CH:30][CH:31]=3)[CH:12]=2)[C:3]([OH:54])=[O:2])=[O:53])[CH:37]=[CH:38][CH:39]=[CH:40][CH:41]=1. The catalyst class is: 7.